Dataset: Catalyst prediction with 721,799 reactions and 888 catalyst types from USPTO. Task: Predict which catalyst facilitates the given reaction. (1) Reactant: [OH:1][CH2:2][CH2:3][C:4]([O:6][CH2:7][C:8]1[CH:13]=[CH:12][CH:11]=[CH:10][CH:9]=1)=[O:5].[O:14]1[CH:19]=[CH:18][CH2:17][CH2:16][CH2:15]1.CC1C=CC(S([O-])(=O)=O)=CC=1.C1C=C[NH+]=CC=1.O. Product: [O:14]1[CH2:19][CH2:18][CH2:17][CH2:16][CH:15]1[O:1][CH2:2][CH2:3][C:4]([O:6][CH2:7][C:8]1[CH:13]=[CH:12][CH:11]=[CH:10][CH:9]=1)=[O:5]. The catalyst class is: 2. (2) Reactant: [N+:1]([C:4]1[CH:5]=[C:6]([NH2:10])[CH:7]=[CH:8][CH:9]=1)([O-:3])=[O:2].[N:11]([O-])=O.[Na+].[Cl:15][Sn]Cl.O. Product: [ClH:15].[N+:1]([C:4]1[CH:5]=[C:6]([NH:10][NH2:11])[CH:7]=[CH:8][CH:9]=1)([O-:3])=[O:2]. The catalyst class is: 223. (3) Reactant: [F:1][C:2]1[CH:3]=[CH:4][C:5]2[O:9][C:8](=[O:10])[NH:7][C:6]=2[CH:11]=1.[Cl:12][S:13](O)(=[O:15])=[O:14]. Product: [F:1][C:2]1[C:3]([S:13]([Cl:12])(=[O:15])=[O:14])=[CH:4][C:5]2[O:9][C:8](=[O:10])[NH:7][C:6]=2[CH:11]=1. The catalyst class is: 2. (4) The catalyst class is: 590. Reactant: [C:1]([C:5]1[CH:23]=[CH:22][C:8]([C:9]([NH:11][C:12]2[N:13]=[C:14]3[CH:19]=[CH:18][C:17](I)=[CH:16][N:15]3[CH:21]=2)=[O:10])=[CH:7][CH:6]=1)([CH3:4])([CH3:3])[CH3:2].[NH:24]1[CH:28]=[CH:27][N:26]=[CH:25]1. Product: [C:1]([C:5]1[CH:23]=[CH:22][C:8]([C:9]([NH:11][C:12]2[N:13]=[C:14]3[CH:19]=[CH:18][C:17]([N:24]4[CH:28]=[CH:27][N:26]=[CH:25]4)=[CH:16][N:15]3[CH:21]=2)=[O:10])=[CH:7][CH:6]=1)([CH3:4])([CH3:3])[CH3:2]. (5) Reactant: [NH2:1][C:2]1[CH:3]=[C:4]([CH:7]=[CH:8][C:9]=1[NH:10][CH2:11][CH2:12][CH2:13][OH:14])[C:5]#[N:6].[C:15]([N:18]1[C:22]2[CH:23]=[CH:24][CH:25]=[CH:26][C:21]=2[N:20]([CH2:27][C:28](O)=[O:29])[C:19]1=[O:31])([CH3:17])=[CH2:16].CCOC1N(C(OCC)=O)C2C(=CC=CC=2)C=C1. Product: [C:5]([C:4]1[CH:7]=[CH:8][C:9]([NH:10][CH2:11][CH2:12][CH2:13][OH:14])=[C:2]([NH:1][C:28](=[O:29])[CH2:27][N:20]2[C:21]3[CH:26]=[CH:25][CH:24]=[CH:23][C:22]=3[N:18]([C:15]([CH3:17])=[CH2:16])[C:19]2=[O:31])[CH:3]=1)#[N:6]. The catalyst class is: 1. (6) Reactant: [S:1]1[C:8]2[CH:7]=[CH:6][NH:5][C:4]=2[CH:3]=[C:2]1[C:9]([O:11]C)=[O:10].[C:13]1(=O)[CH2:18][CH2:17][CH2:16][CH2:15][CH2:14]1.CO.C[O-].[Na+]. Product: [C:13]1([C:7]2[C:8]3[S:1][C:2]([C:9]([OH:11])=[O:10])=[CH:3][C:4]=3[NH:5][CH:6]=2)[CH2:18][CH2:17][CH2:16][CH2:15][CH:14]=1. The catalyst class is: 5. (7) Reactant: [C:1]([O:5][C:6](=[O:20])[NH:7][C@H:8]1[CH2:14][S:13][C:12]2[CH:15]=[CH:16][CH:17]=[CH:18][C:11]=2[NH:10][C:9]1=[O:19])([CH3:4])([CH3:3])[CH3:2].[C:21]([O-])([O-])=O.[Cs+].[Cs+].CI. Product: [C:1]([O:5][C:6](=[O:20])[NH:7][C@H:8]1[CH2:14][S:13][C:12]2[CH:15]=[CH:16][CH:17]=[CH:18][C:11]=2[N:10]([CH3:21])[C:9]1=[O:19])([CH3:4])([CH3:2])[CH3:3]. The catalyst class is: 9.